From a dataset of Forward reaction prediction with 1.9M reactions from USPTO patents (1976-2016). Predict the product of the given reaction. (1) Given the reactants [OH:1][CH:2]([C:6]1[CH:11]=[CH:10][C:9]([C:12]2[N:16]=[C:15]([C:17]3[O:21][N:20]=[C:19]([C:22]4[CH:27]=[CH:26][CH:25]=[CH:24][CH:23]=4)[C:18]=3[C:28]([F:31])([F:30])[F:29])[O:14][N:13]=2)=[CH:8][CH:7]=1)[C:3]([OH:5])=O.[N:32]1[CH:37]=[CH:36][N:35]=[CH:34][C:33]=1[CH2:38][CH2:39][NH2:40].CN(C([O:48]N1N=NC2C=CC=NC1=2)=[N+](C)C)C.F[P-](F)(F)(F)(F)F.CN1CCOCC1.CN([CH:75]=[O:76])C, predict the reaction product. The product is: [OH:1][CH:2]([C:6]1[CH:7]=[CH:8][C:9]([C:12]2[N:16]=[C:15]([C:17]3[O:21][N:20]=[C:19]([C:22]4[CH:27]=[CH:26][CH:25]=[CH:24][CH:23]=4)[C:18]=3[C:28]([F:31])([F:30])[F:29])[O:14][N:13]=2)=[CH:10][CH:11]=1)[C:3]([NH:40][CH2:39][CH2:38][C:33]1[CH:34]=[N:35][CH:36]=[CH:37][N:32]=1)=[O:5].[C:75]([OH:76])([C:28]([F:31])([F:30])[F:29])=[O:48]. (2) Given the reactants C(OC([N:8]1[CH2:15][CH2:14][CH:13]2[CH:10]([N:11]([C@@H:16]([C:18]3[CH:23]=[CH:22][CH:21]=[CH:20][CH:19]=3)[CH3:17])[CH2:12]2)[CH2:9]1)=O)(C)(C)C.FC(F)(F)C(O)=O, predict the reaction product. The product is: [C:18]1([C@H:16]([N:11]2[C@@H:10]3[C@@H:13]([CH2:14][CH2:15][NH:8][CH2:9]3)[CH2:12]2)[CH3:17])[CH:23]=[CH:22][CH:21]=[CH:20][CH:19]=1. (3) Given the reactants [NH2:1][C:2]1[NH:6][N:5]=[CH:4][C:3]=1[C:7]#[N:8].C([O-])([O-])=O.[Cs+].[Cs+].C([O:17][CH:18]=[CH:19][C:20](OCC)=O)C.Cl, predict the reaction product. The product is: [OH:17][C:18]1[CH:19]=[CH:20][N:6]2[N:5]=[CH:4][C:3]([C:7]#[N:8])=[C:2]2[N:1]=1. (4) Given the reactants [C:1]([C:3]1[CH:8]=[CH:7][CH:6]=[CH:5][C:4]=1[C:9]1[CH:14]=[CH:13][C:12]([CH2:15][C:16]2[C:17](=[O:42])[N:18]([C@H:29]3[CH2:34][CH2:33][C@H:32]([O:35][CH2:36]C(OCC)=O)[CH2:31][CH2:30]3)[C:19]3[N:20]([N:25]=[C:26]([CH3:28])[N:27]=3)[C:21]=2[CH2:22][CH2:23][CH3:24])=[CH:11][C:10]=1[CH3:43])#[N:2].C[Mg]Br.Cl, predict the reaction product. The product is: [OH:35][C:32]([CH3:33])([CH3:31])[CH2:36][O:35][C@H:32]1[CH2:31][CH2:30][C@H:29]([N:18]2[C:17](=[O:42])[C:16]([CH2:15][C:12]3[CH:13]=[CH:14][C:9]([C:4]4[C:3]([C:1]#[N:2])=[CH:8][CH:7]=[CH:6][CH:5]=4)=[C:10]([CH3:43])[CH:11]=3)=[C:21]([CH2:22][CH2:23][CH3:24])[N:20]3[N:25]=[C:26]([CH3:28])[N:27]=[C:19]23)[CH2:34][CH2:33]1.